From a dataset of Reaction yield outcomes from USPTO patents with 853,638 reactions. Predict the reaction yield, written as a fraction of the theoretical maximum amount of product (1.0 means a 100% yield; for example, 0.34 means a 34% yield). (1) The reactants are [C:1]([NH2:9])(=[S:8])[C:2]1[CH:7]=[CH:6][CH:5]=[CH:4][CH:3]=1.Br[CH2:11][CH:12](OCC)OCC.[OH-].[Na+]. The catalyst is C1COCC1.O. The product is [C:2]1([C:1]2[S:8][CH:11]=[CH:12][N:9]=2)[CH:7]=[CH:6][CH:5]=[CH:4][CH:3]=1. The yield is 0.340. (2) The yield is 0.640. The catalyst is C(#N)C. The product is [Br:1][C:2]1[CH:3]=[C:4]([CH:9]=[C:10]([OH:12])[CH:11]=1)[C:5]([NH:14][NH2:15])=[O:6]. The reactants are [Br:1][C:2]1[CH:3]=[C:4]([CH:9]=[C:10]([OH:12])[CH:11]=1)[C:5](OC)=[O:6].O.[NH2:14][NH2:15]. (3) The reactants are [SH3+].[Br-].[CH2:3]([S+]1CCCC1)[C:4]1[CH:9]=[CH:8][CH:7]=[CH:6][CH:5]=1.[CH2:15]([O:17][C:18](=[O:28])/[CH:19]=[CH:20]/[C:21]1[CH:26]=[CH:25][CH:24]=[CH:23][C:22]=1[Br:27])[CH3:16].[Li+].C[Si]([N-][Si](C)(C)C)(C)C. The catalyst is C(Cl)Cl.C1COCC1. The product is [CH2:15]([O:17][C:18]([C@@H:19]1[C@H:3]([C:4]2[CH:9]=[CH:8][CH:7]=[CH:6][CH:5]=2)[C@H:20]1[C:21]1[CH:26]=[CH:25][CH:24]=[CH:23][C:22]=1[Br:27])=[O:28])[CH3:16]. The yield is 0.780. (4) The reactants are Br[CH2:2][CH2:3][CH2:4][N:5]1[C:13](=[O:14])[C:12]2[C:7](=[CH:8][CH:9]=[CH:10][CH:11]=2)[C:6]1=[O:15].[Na+].[I-].[Cl:18][C:19]1[CH:20]=[CH:21][C:22]([CH3:31])=[C:23]([N:25]2[CH2:30][CH2:29][NH:28][CH2:27][CH2:26]2)[CH:24]=1. The catalyst is CC(C)=O. The product is [Cl:18][C:19]1[CH:20]=[CH:21][C:22]([CH3:31])=[C:23]([N:25]2[CH2:26][CH2:27][N:28]([CH2:2][CH2:3][CH2:4][N:5]3[C:13](=[O:14])[C:12]4[C:7](=[CH:8][CH:9]=[CH:10][CH:11]=4)[C:6]3=[O:15])[CH2:29][CH2:30]2)[CH:24]=1. The yield is 0.810. (5) The product is [CH3:32][N:33]([CH3:37])[CH2:34][CH2:35][NH:36][C:26]([C:25]1[CH:24]=[C:23]([C:20]2[CH:21]=[C:22]3[C:14]([C:11]4[CH:12]=[CH:13][C:8]([C:6]([OH:5])=[O:7])=[CH:9][CH:10]=4)=[CH:15][NH:16][C:17]3=[N:18][CH:19]=2)[CH:31]=[CH:30][CH:29]=1)=[O:27]. The reactants are CC([O:5][C:6]([C:8]1[CH:13]=[CH:12][C:11]([C:14]2[C:22]3[C:17](=[N:18][CH:19]=[C:20]([C:23]4[CH:24]=[C:25]([CH:29]=[CH:30][CH:31]=4)[C:26](O)=[O:27])[CH:21]=3)[NH:16][CH:15]=2)=[CH:10][CH:9]=1)=[O:7])(C)C.[CH3:32][N:33]([CH3:37])[CH2:34][CH2:35][NH2:36].Cl.C(N=C=NCCCN(C)C)C. The catalyst is C(Cl)Cl.O. The yield is 0.550. (6) The reactants are [O:1]=[C:2]1[C:10]2[CH:9]=[CH:8][CH:7]=[C:6]([C:11]#[N:12])[C:5]=2[CH2:4][CH2:3]1.[BH4-].[Na+]. The catalyst is C(O)C. The product is [OH:1][CH:2]1[C:10]2[CH:9]=[CH:8][CH:7]=[C:6]([C:11]#[N:12])[C:5]=2[CH2:4][CH2:3]1. The yield is 0.800. (7) The reactants are [CH2:1]([N:3]1[C:11]2[C:6](=[C:7]([OH:13])[CH:8]=[C:9]([F:12])[CH:10]=2)[C:5]([CH2:14][C:15]([OH:17])=O)=[CH:4]1)[CH3:2].CN(C(ON1N=[N:33][C:28]2[CH:29]=[CH:30][CH:31]=[N:32][C:27]1=2)=[N+](C)C)C.F[P-](F)(F)(F)(F)F.N(C)[CH3:43].Cl.CCN(C(C)C)C(C)C. The catalyst is C1COCC1. The product is [NH2:32][C:27]1[CH:43]=[CH:31][CH:30]=[CH:29][C:28]=1[NH:33][C:15](=[O:17])[CH2:14][C:5]1[C:6]2[C:11](=[CH:10][C:9]([F:12])=[CH:8][C:7]=2[OH:13])[N:3]([CH2:1][CH3:2])[CH:4]=1. The yield is 0.535. (8) The reactants are [Cl:1][C:2]1[CH:3]=[C:4]([C@@H:9]([OH:15])[CH2:10][NH:11][CH2:12][CH2:13][OH:14])[CH:5]=[CH:6][C:7]=1[Cl:8].[CH3:16][C:17]([O:20][C:21](O[C:21]([O:20][C:17]([CH3:19])([CH3:18])[CH3:16])=[O:22])=[O:22])([CH3:19])[CH3:18]. The catalyst is C(Cl)Cl. The product is [Cl:1][C:2]1[CH:3]=[C:4]([C@@H:9]([OH:15])[CH2:10][N:11]([CH2:12][CH2:13][OH:14])[C:21](=[O:22])[O:20][C:17]([CH3:19])([CH3:18])[CH3:16])[CH:5]=[CH:6][C:7]=1[Cl:8]. The yield is 1.00.